Dataset: Full USPTO retrosynthesis dataset with 1.9M reactions from patents (1976-2016). Task: Predict the reactants needed to synthesize the given product. Given the product [Cl:1][C:2]1[CH:3]=[CH:4][C:5]([CH2:6][C:7]2[N:8]=[C:9]([C:25]3[C:26]([CH3:34])=[N:27][N:28]4[CH:33]=[CH:32][CH:31]=[CH:30][C:29]=34)[S:10][C:11]=2[C:12]2[NH:16][CH:15]=[N:14][N:13]=2)=[CH:35][CH:36]=1, predict the reactants needed to synthesize it. The reactants are: [Cl:1][C:2]1[CH:36]=[CH:35][C:5]([CH2:6][C:7]2[N:8]=[C:9]([C:25]3[C:26]([CH3:34])=[N:27][N:28]4[CH:33]=[CH:32][CH:31]=[CH:30][C:29]=34)[S:10][C:11]=2[C:12]2[N:16]=[CH:15][N:14](COCC[Si](C)(C)C)[N:13]=2)=[CH:4][CH:3]=1.FC(F)(F)C(O)=O.